From a dataset of Full USPTO retrosynthesis dataset with 1.9M reactions from patents (1976-2016). Predict the reactants needed to synthesize the given product. (1) Given the product [Cl:16][CH2:15][CH2:14][CH2:13][N:8]1[CH:9]=[CH:10][C:5]([NH:4][C:1](=[O:3])[CH3:2])=[N:6][C:7]1=[O:11], predict the reactants needed to synthesize it. The reactants are: [C:1]([NH:4][C:5]1[CH:10]=[CH:9][NH:8][C:7](=[O:11])[N:6]=1)(=[O:3])[CH3:2].Br[CH2:13][CH2:14][CH2:15][Cl:16].C(=O)([O-])[O-].[K+].[K+]. (2) Given the product [N:14]1[C:15]2[C:20](=[CH:19][CH:18]=[CH:17][CH:16]=2)[CH:21]=[CH:22][C:13]=1[N:3]1[C:7]2=[N:8][CH:9]=[CH:10][CH:11]=[C:6]2[CH:5]=[CH:4]1, predict the reactants needed to synthesize it. The reactants are: [H-].[Na+].[NH:3]1[C:7]2=[N:8][CH:9]=[CH:10][CH:11]=[C:6]2[CH:5]=[CH:4]1.Cl[C:13]1[CH:22]=[CH:21][C:20]2[C:15](=[CH:16][CH:17]=[CH:18][CH:19]=2)[N:14]=1. (3) Given the product [C:1]([O:19][CH2:18][C:17]([CH3:20])([CH3:21])[CH2:16][N:15]1[C:9]2[CH:8]=[CH:7][C:6]([Cl:5])=[CH:42][C:10]=2[C@@H:11]([C:32]2[CH:37]=[CH:36][CH:35]=[C:34]([O:38][CH3:39])[C:33]=2[O:40][CH3:41])[O:12][C@H:13]([CH2:23][C:24]([NH:26][C@H:27]([CH3:31])[C:28]([OH:30])=[O:29])=[O:25])[C:14]1=[O:22])(=[O:3])[CH3:2], predict the reactants needed to synthesize it. The reactants are: [C:1](Cl)(=[O:3])[CH3:2].[Cl:5][C:6]1[CH:7]=[CH:8][C:9]2[N:15]([CH2:16][C:17]([CH3:21])([CH3:20])[CH2:18][OH:19])[C:14](=[O:22])[C@@H:13]([CH2:23][C:24]([NH:26][C@H:27]([CH3:31])[C:28]([OH:30])=[O:29])=[O:25])[O:12][C@H:11]([C:32]3[CH:37]=[CH:36][CH:35]=[C:34]([O:38][CH3:39])[C:33]=3[O:40][CH3:41])[C:10]=2[CH:42]=1.N1C=CC=CC=1.C(OCC)(=O)C. (4) Given the product [CH:13]1([CH2:12][C@@H:11]([C:19]2[CH:20]=[N:21][C:22]([C:25]3[CH:30]=[CH:29][C:28]([C:31]([F:32])([F:33])[F:34])=[CH:27][CH:26]=3)=[CH:23][CH:24]=2)[O:10][C:7]2[CH:6]=[CH:5][C:4]([C:3]([NH:21][CH2:20][CH2:19][C:11]([OH:10])=[O:36])=[O:35])=[CH:9][CH:8]=2)[CH2:18][CH2:17][CH2:16][CH2:15][CH2:14]1, predict the reactants needed to synthesize it. The reactants are: CO[C:3](=[O:35])[C:4]1[CH:9]=[CH:8][C:7]([O:10][C@H:11]([C:19]2[CH:20]=[N:21][C:22]([C:25]3[CH:30]=[CH:29][C:28]([C:31]([F:34])([F:33])[F:32])=[CH:27][CH:26]=3)=[CH:23][CH:24]=2)[CH2:12][CH:13]2[CH2:18][CH2:17][CH2:16][CH2:15][CH2:14]2)=[CH:6][CH:5]=1.[OH-:36].[Na+]. (5) Given the product [NH:38]1[C:39]2[C:35](=[CH:34][CH:33]=[C:32]([C:2]3[CH:3]=[C:4]([NH:11][C:12]4[CH:17]=[CH:16][CH:15]=[C:14]([N:18]5[CH2:22][CH2:21][CH2:20][CH:19]5[CH3:23])[N:13]=4)[C:5]4[N:6]([CH:8]=[CH:9][N:10]=4)[N:7]=3)[CH:40]=2)[CH:36]=[N:37]1, predict the reactants needed to synthesize it. The reactants are: Cl[C:2]1[CH:3]=[C:4]([NH:11][C:12]2[CH:17]=[CH:16][CH:15]=[C:14]([N:18]3[CH2:22][CH2:21][CH2:20][CH:19]3[CH3:23])[N:13]=2)[C:5]2[N:6]([CH:8]=[CH:9][N:10]=2)[N:7]=1.CC1(C)C(C)(C)OB([C:32]2[CH:40]=[C:39]3[C:35]([CH:36]=[N:37][NH:38]3)=[CH:34][CH:33]=2)O1.CC(C1C=C(C(C)C)C(C2C=CC=CC=2P(C2CCCCC2)C2CCCCC2)=C(C(C)C)C=1)C.C([O-])([O-])=O.[Na+].[Na+]. (6) Given the product [BrH:33].[BrH:33].[CH3:29][CH:26]1[CH2:27][CH2:28][N:23]([C:21]2[C:20]([N+:30]([O-:32])=[O:31])=[CH:19][CH:18]=[C:17]([N:14]3[CH2:15][CH2:16][NH:11][CH2:12][CH2:13]3)[N:22]=2)[CH2:24][CH2:25]1, predict the reactants needed to synthesize it. The reactants are: C(OC([N:11]1[CH2:16][CH2:15][N:14]([C:17]2[N:22]=[C:21]([N:23]3[CH2:28][CH2:27][CH:26]([CH3:29])[CH2:25][CH2:24]3)[C:20]([N+:30]([O-:32])=[O:31])=[CH:19][CH:18]=2)[CH2:13][CH2:12]1)=O)C1C=CC=CC=1.[BrH:33].CCOCC. (7) Given the product [C:21]([O:20][C:19](=[O:25])[NH:18][CH2:17][C:15]1[CH:16]=[C:11]([O:9][C:5]2[CH:6]=[CH:7][CH:8]=[C:3]([O:2][CH3:1])[CH:4]=2)[CH:12]=[CH:13][C:14]=1[N+:26]([O-:28])=[O:27])([CH3:24])([CH3:23])[CH3:22], predict the reactants needed to synthesize it. The reactants are: [CH3:1][O:2][C:3]1[CH:4]=[C:5]([OH:9])[CH:6]=[CH:7][CH:8]=1.Cl[C:11]1[CH:12]=[CH:13][C:14]([N+:26]([O-:28])=[O:27])=[C:15]([CH2:17][NH:18][C:19](=[O:25])[O:20][C:21]([CH3:24])([CH3:23])[CH3:22])[CH:16]=1.[H-].[Na+]. (8) Given the product [Cl:23][C:20]1[CH:19]=[CH:18][C:17]([C:12]2([C@@H:9]3[CH2:8][CH2:7][C@H:6]([C:4](=[O:5])[CH2:8][CH2:7][CH:6]=[CH2:4])[CH2:11][CH2:10]3)[O:13][CH2:14][CH2:15][O:16]2)=[CH:22][CH:21]=1, predict the reactants needed to synthesize it. The reactants are: CON(C)[C:4]([C@H:6]1[CH2:11][CH2:10][C@@H:9]([C:12]2([C:17]3[CH:22]=[CH:21][C:20]([Cl:23])=[CH:19][CH:18]=3)[O:16][CH2:15][CH2:14][O:13]2)[CH2:8][CH2:7]1)=[O:5].[Br-].O.Cl. (9) Given the product [CH:6]1([CH2:12][C:13]2[S:5][C:3]([NH2:4])=[N:1][N:2]=2)[CH2:11][CH2:10][CH2:9][CH2:8][CH2:7]1, predict the reactants needed to synthesize it. The reactants are: [NH:1]([C:3](=[S:5])[NH2:4])[NH2:2].[CH:6]1([CH2:12][C:13](O)=O)[CH2:11][CH2:10][CH2:9][CH2:8][CH2:7]1.N.